Dataset: NCI-60 drug combinations with 297,098 pairs across 59 cell lines. Task: Regression. Given two drug SMILES strings and cell line genomic features, predict the synergy score measuring deviation from expected non-interaction effect. (1) Drug 1: CS(=O)(=O)OCCCCOS(=O)(=O)C. Drug 2: C1C(C(OC1N2C=NC3=C2NC=NCC3O)CO)O. Cell line: OVCAR-4. Synergy scores: CSS=3.31, Synergy_ZIP=-0.283, Synergy_Bliss=2.14, Synergy_Loewe=3.16, Synergy_HSA=1.72. (2) Drug 1: CN1C(=O)N2C=NC(=C2N=N1)C(=O)N. Drug 2: C1C(C(OC1N2C=NC3=C2NC=NCC3O)CO)O. Cell line: TK-10. Synergy scores: CSS=6.96, Synergy_ZIP=-1.07, Synergy_Bliss=3.39, Synergy_Loewe=1.37, Synergy_HSA=1.97. (3) Drug 1: CC12CCC3C(C1CCC2O)C(CC4=C3C=CC(=C4)O)CCCCCCCCCS(=O)CCCC(C(F)(F)F)(F)F. Drug 2: C1CC(=O)NC(=O)C1N2C(=O)C3=CC=CC=C3C2=O. Cell line: NCI-H460. Synergy scores: CSS=-3.10, Synergy_ZIP=1.14, Synergy_Bliss=-0.259, Synergy_Loewe=-1.91, Synergy_HSA=-3.59. (4) Drug 1: C1=NC2=C(N=C(N=C2N1C3C(C(C(O3)CO)O)O)F)N. Drug 2: CC1=C(N=C(N=C1N)C(CC(=O)N)NCC(C(=O)N)N)C(=O)NC(C(C2=CN=CN2)OC3C(C(C(C(O3)CO)O)O)OC4C(C(C(C(O4)CO)O)OC(=O)N)O)C(=O)NC(C)C(C(C)C(=O)NC(C(C)O)C(=O)NCCC5=NC(=CS5)C6=NC(=CS6)C(=O)NCCC[S+](C)C)O. Cell line: OVCAR-8. Synergy scores: CSS=61.9, Synergy_ZIP=-7.05, Synergy_Bliss=-3.30, Synergy_Loewe=-2.27, Synergy_HSA=0.782.